This data is from Reaction yield outcomes from USPTO patents with 853,638 reactions. The task is: Predict the reaction yield, written as a fraction of the theoretical maximum amount of product (1.0 means a 100% yield; for example, 0.34 means a 34% yield). (1) The reactants are [Cl:1][C:2]1[CH:3]=[C:4]([C:10]2([C:27]([F:30])([F:29])[F:28])[O:14][N:13]=[C:12]([C:15]3[N:16]4[C:20]([C:21]([C:24]([OH:26])=O)=[CH:22][CH:23]=3)=[CH:19][CH:18]=[CH:17]4)[CH2:11]2)[CH:5]=[C:6]([Cl:9])[C:7]=1[Cl:8].CN(C(ON1N=NC2C=CC=NC1=2)=[N+](C)C)C.F[P-](F)(F)(F)(F)F.CCN(CC)CC.Cl.[NH2:63][CH2:64][C:65]1[CH:66]=[CH:67][C:68]2[C:72]([CH3:74])([CH3:73])[O:71][B:70]([OH:75])[C:69]=2[CH:76]=1. The catalyst is CN(C=O)C.CC(=O)OCC. The product is [OH:75][B:70]1[C:69]2[CH:76]=[C:65]([CH2:64][NH:63][C:24]([C:21]3[C:20]4[N:16]([CH:17]=[CH:18][CH:19]=4)[C:15]([C:12]4[CH2:11][C:10]([C:4]5[CH:3]=[C:2]([Cl:1])[C:7]([Cl:8])=[C:6]([Cl:9])[CH:5]=5)([C:27]([F:30])([F:29])[F:28])[O:14][N:13]=4)=[CH:23][CH:22]=3)=[O:26])[CH:66]=[CH:67][C:68]=2[C:72]([CH3:74])([CH3:73])[O:71]1. The yield is 0.250. (2) The reactants are [CH3:1][C:2]1[CH:7]=[C:6]([CH3:8])[CH:5]=[CH:4][C:3]=1[NH:9][C:10](=[O:37])[CH2:11][N:12]([CH2:19][C:20]1[CH:25]=[CH:24][C:23]([CH2:26][C:27]([CH3:36])([CH3:35])[C:28]([O:30]C(C)(C)C)=[O:29])=[CH:22][CH:21]=1)[CH2:13][C:14]1[O:15][CH:16]=[CH:17][CH:18]=1.FC(F)(F)C(O)=O. The catalyst is ClCCl. The product is [CH3:1][C:2]1[CH:7]=[C:6]([CH3:8])[CH:5]=[CH:4][C:3]=1[NH:9][C:10](=[O:37])[CH2:11][N:12]([CH2:19][C:20]1[CH:21]=[CH:22][C:23]([CH2:26][C:27]([CH3:35])([CH3:36])[C:28]([OH:30])=[O:29])=[CH:24][CH:25]=1)[CH2:13][C:14]1[O:15][CH:16]=[CH:17][CH:18]=1. The yield is 0.880. (3) The reactants are C1(C(C2C=CC=CC=2)([C@H]2CCCN2)O)C=CC=CC=1.B(OC)(OC)OC.B.C(N(CC)C1C=CC=CC=1)C.[Cl:39][C:40]1[CH:45]=[CH:44][C:43]([C:46](=[O:61])[CH2:47][CH2:48][C:49]([C:51]2[CH:56]=[CH:55][C:54]([Cl:57])=[C:53]([N+:58]([O-:60])=[O:59])[CH:52]=2)=[O:50])=[CH:42][C:41]=1[N+:62]([O-:64])=[O:63]. The catalyst is C1COCC1. The product is [Cl:39][C:40]1[CH:45]=[CH:44][C:43]([C@@H:46]([OH:61])[CH2:47][CH2:48][C@@H:49]([C:51]2[CH:56]=[CH:55][C:54]([Cl:57])=[C:53]([N+:58]([O-:60])=[O:59])[CH:52]=2)[OH:50])=[CH:42][C:41]=1[N+:62]([O-:64])=[O:63]. The yield is 0.990. (4) The reactants are F[C:2]1[CH:7]=[CH:6][C:5]([C:8]2[CH:13]=[CH:12][N+:11]([O-:14])=[CH:10][CH:9]=2)=[CH:4][C:3]=1[C:15]([F:18])([F:17])[F:16].[C:19](=O)([O-])[O-].[Cs+].[Cs+].C([C:28]1[CH:33]=[CH:32][CH:31]=[CH:30][C:29]=1[SH:34])(C)C.[CH3:35][C:36](N(C)C)=O. No catalyst specified. The product is [CH:36]([C:4]1[C:3]([C:15]([F:18])([F:17])[F:16])=[C:2]([S:34][C:29]2[CH:30]=[CH:31][CH:32]=[CH:33][CH:28]=2)[CH:7]=[CH:6][C:5]=1[C:8]1[CH:13]=[CH:12][N+:11]([O-:14])=[CH:10][CH:9]=1)([CH3:35])[CH3:19]. The yield is 0.840.